Dataset: Catalyst prediction with 721,799 reactions and 888 catalyst types from USPTO. Task: Predict which catalyst facilitates the given reaction. Reactant: Br[CH2:2][C:3]1[CH:8]=[CH:7][C:6]([O:9][CH3:10])=[CH:5][C:4]=1[N+:11]([O-:13])=[O:12].[CH3:14][C:15]([O-:17])=[O:16].[Na+]. Product: [CH3:10][O:9][C:6]1[CH:7]=[CH:8][C:3]([CH2:2][O:17][C:15](=[O:16])[CH3:14])=[C:4]([N+:11]([O-:13])=[O:12])[CH:5]=1. The catalyst class is: 18.